This data is from Full USPTO retrosynthesis dataset with 1.9M reactions from patents (1976-2016). The task is: Predict the reactants needed to synthesize the given product. (1) The reactants are: [CH:1]([CH:4]1[C:10]2=[C:11]3[C:15](=[CH:16][CH:17]=[C:9]2[O:8][CH2:7][CH2:6][NH:5]1)[N:14]([S:18]([C:21]1[CH:26]=[CH:25][CH:24]=[CH:23][CH:22]=1)(=[O:20])=[O:19])[CH:13]=[CH:12]3)([CH3:3])[CH3:2].C=O.[C:29](O[BH-](OC(=O)C)OC(=O)C)(=O)C.[Na+]. Given the product [CH:1]([CH:4]1[C:10]2=[C:11]3[C:15](=[CH:16][CH:17]=[C:9]2[O:8][CH2:7][CH2:6][N:5]1[CH3:29])[N:14]([S:18]([C:21]1[CH:26]=[CH:25][CH:24]=[CH:23][CH:22]=1)(=[O:20])=[O:19])[CH:13]=[CH:12]3)([CH3:3])[CH3:2], predict the reactants needed to synthesize it. (2) Given the product [Cl:89][C:77]1[CH:76]=[CH:75][C:74]([C:73]2[C:68]([C@@H:58]([NH:57][C:103](=[O:104])[CH2:102][N:101]3[C:97]([Cl:96])=[C:98]4[C@H:108]5[CH2:109][C@H:107]5[C:106]([F:111])([F:110])[C:99]4=[N:100]3)[CH2:59][C:60]3[CH:65]=[C:64]([F:66])[CH:63]=[C:62]([F:67])[CH:61]=3)=[N:69][C:70]([C:90]#[C:91][C:92]([OH:95])([CH3:93])[CH3:94])=[CH:71][CH:72]=2)=[C:82]2[C:78]=1[C:79]([NH:84][S:85]([CH3:88])(=[O:86])=[O:87])=[N:80][N:81]2[CH3:83], predict the reactants needed to synthesize it. The reactants are: FC1(F)C2N(CC(N[C@H](C3C(C4C=CC=C5C=4N(C)N=C5NS(C)(=O)=O)=CC=C(C#CC(O)(C)C)N=3)CC3C=C(F)C=C(F)C=3)=O)N=C(C(F)(F)F)C=2[C@H]2C[C@@H]12.[NH2:57][C@H:58]([C:68]1[C:73]([C:74]2[CH:75]=[CH:76][C:77]([Cl:89])=[C:78]3[C:82]=2[N:81]([CH3:83])[N:80]=[C:79]3[NH:84][S:85]([CH3:88])(=[O:87])=[O:86])=[CH:72][CH:71]=[C:70]([C:90]#[C:91][C:92]([OH:95])([CH3:94])[CH3:93])[N:69]=1)[CH2:59][C:60]1[CH:65]=[C:64]([F:66])[CH:63]=[C:62]([F:67])[CH:61]=1.[Cl:96][C:97]1[N:101]([CH2:102][C:103](O)=[O:104])[N:100]=[C:99]2[C:106]([F:111])([F:110])[C@@H:107]3[CH2:109][C@@H:108]3[C:98]=12.